From a dataset of Full USPTO retrosynthesis dataset with 1.9M reactions from patents (1976-2016). Predict the reactants needed to synthesize the given product. (1) Given the product [CH3:1][C@H:2]1[CH2:7][N:6]2[N:8]=[CH:9][C:10]([N:11]3[CH2:15][CH:14]([N:16]4[CH2:21][CH2:20][O:19][CH2:18][C:17]4=[O:22])[CH2:13][C:12]3=[O:23])=[C:5]2[CH2:4][N:3]1[C:24]([NH:63][C:57]1[CH:56]=[C:55]([F:54])[C:60]([F:61])=[C:59]([F:62])[CH:58]=1)=[O:26], predict the reactants needed to synthesize it. The reactants are: [CH3:1][C@H:2]1[CH2:7][N:6]2[N:8]=[CH:9][C:10]([N:11]3[CH2:15][CH:14]([N:16]4[CH2:21][CH2:20][O:19][CH2:18][C:17]4=[O:22])[CH2:13][C:12]3=[O:23])=[C:5]2[CH2:4][N:3]1[C:24]([O:26]C(C)(C)C)=O.C[C@H]1CN2N=CC(N3CCCC3=O)=C2CN1C(OC(C)(C)C)=O.[F:54][C:55]1[CH:56]=[C:57]([NH:63]C(=O)OC2C=CC=CC=2)[CH:58]=[C:59]([F:62])[C:60]=1[F:61].FC(F)C1C=C(NC(=O)OC2C=CC=CC=2)C=CN=1. (2) Given the product [Si:18]([O:25][CH2:26][CH2:27][CH2:28][CH2:29][CH2:30][CH:4]([C:5]([O:7][C:8]([CH3:9])([CH3:10])[CH3:11])=[O:6])[C:3]([O:13][C:14]([CH3:17])([CH3:16])[CH3:15])=[O:12])([C:21]([CH3:22])([CH3:23])[CH3:24])([CH3:19])[CH3:20], predict the reactants needed to synthesize it. The reactants are: [H-].[Na+].[C:3]([O:13][C:14]([CH3:17])([CH3:16])[CH3:15])(=[O:12])[CH2:4][C:5]([O:7][C:8]([CH3:11])([CH3:10])[CH3:9])=[O:6].[Si:18]([O:25][CH2:26][CH2:27][CH2:28][CH2:29][CH2:30]Br)([C:21]([CH3:24])([CH3:23])[CH3:22])([CH3:20])[CH3:19]. (3) Given the product [CH2:27]([O:29][C:30]1[CH:34]=[C:33]([C:35]([F:37])([F:36])[F:38])[N:32]([C:39]2[CH:40]=[CH:41][C:42]([NH:45][C:13]([C:8]3[CH:9]=[CH:10][C:11](=[O:12])[N:6]([CH2:5][CH2:4][O:3][CH2:1][CH3:2])[CH:7]=3)=[O:15])=[N:43][CH:44]=2)[N:31]=1)[CH3:28], predict the reactants needed to synthesize it. The reactants are: [CH2:1]([O:3][CH2:4][CH2:5][N:6]1[C:11](=[O:12])[CH:10]=[CH:9][C:8]([C:13]([OH:15])=O)=[CH:7]1)[CH3:2].C(Cl)(=O)C(Cl)=O.CN(C)C=O.[CH2:27]([O:29][C:30]1[CH:34]=[C:33]([C:35]([F:38])([F:37])[F:36])[N:32]([C:39]2[CH:40]=[CH:41][C:42]([NH2:45])=[N:43][CH:44]=2)[N:31]=1)[CH3:28]. (4) Given the product [O:1]1[CH:5]=[CH:4][CH:3]=[C:2]1[C:6]1[O:7][C:8]([CH3:31])=[C:9]([CH2:11][O:12][C:13]2[CH:28]=[CH:27][C:16]([CH2:17][O:18][C:19]3[C:23](/[CH:24]=[CH:32]/[P:33](=[O:40])([O:37][CH2:38][CH3:39])[O:34][CH2:35][CH3:36])=[CH:22][N:21]([CH3:26])[N:20]=3)=[CH:15][C:14]=2[O:29][CH3:30])[N:10]=1, predict the reactants needed to synthesize it. The reactants are: [O:1]1[CH:5]=[CH:4][CH:3]=[C:2]1[C:6]1[O:7][C:8]([CH3:31])=[C:9]([CH2:11][O:12][C:13]2[CH:28]=[CH:27][C:16]([CH2:17][O:18][C:19]3[C:23]([CH:24]=O)=[CH:22][N:21]([CH3:26])[N:20]=3)=[CH:15][C:14]=2[O:29][CH3:30])[N:10]=1.[CH2:32](P(=O)(OCC)OCC)[P:33](=[O:40])([O:37][CH2:38][CH3:39])[O:34][CH2:35][CH3:36].CN(C)C=O.[H-].[Na+]. (5) Given the product [Cl:24][C:25]1[CH:31]=[C:30]([Cl:32])[C:29]([O:33][CH3:34])=[CH:28][C:26]=1[NH:27][C:2]1[C:11]2[C:6](=[CH:7][C:8]([F:21])=[C:9]([O:12][CH2:13][CH2:14][N:15]3[CH2:20][CH2:19][O:18][CH2:17][CH2:16]3)[CH:10]=2)[N:5]=[CH:4][C:3]=1[C:22]#[N:23], predict the reactants needed to synthesize it. The reactants are: Cl[C:2]1[C:11]2[C:6](=[CH:7][C:8]([F:21])=[C:9]([O:12][CH2:13][CH2:14][N:15]3[CH2:20][CH2:19][O:18][CH2:17][CH2:16]3)[CH:10]=2)[N:5]=[CH:4][C:3]=1[C:22]#[N:23].[Cl:24][C:25]1[CH:31]=[C:30]([Cl:32])[C:29]([O:33][CH3:34])=[CH:28][C:26]=1[NH2:27].Cl.N1C=CC=CC=1. (6) Given the product [NH:32]1[C:36]2[CH:37]=[CH:38][CH:39]=[CH:40][C:35]=2[N:34]=[C:33]1[NH:41][CH2:42][CH2:43][CH2:44][CH2:45][NH:46][C:27](=[O:29])[CH2:26][N:12]1[C:13]2[CH:18]=[CH:17][CH:16]=[CH:15][C:14]=2[CH:8]([CH2:20][C:21]([OH:23])=[O:22])[CH2:9][CH2:10][C:11]1=[O:19], predict the reactants needed to synthesize it. The reactants are: C(OC(=O)C[C:8]1([CH2:20][C:21]([OH:23])=[O:22])[C:14]2[CH:15]=[CH:16][CH:17]=[CH:18][C:13]=2[NH:12][C:11](=[O:19])[CH2:10][CH2:9]1)(C)(C)C.F[C:26](F)(F)[C:27]([OH:29])=O.[NH:32]1[C:36]2[CH:37]=[CH:38][CH:39]=[CH:40][C:35]=2[N:34]=[C:33]1[NH:41][CH2:42][CH2:43][CH2:44][CH2:45][NH2:46].